From a dataset of Full USPTO retrosynthesis dataset with 1.9M reactions from patents (1976-2016). Predict the reactants needed to synthesize the given product. (1) Given the product [Cl:18][C:14]1[CH:13]=[C:12]([C:10]2[CH:11]=[C:5]3[N:4]=[C:3]([CH3:19])[C:2]([C:33](=[O:38])[C:34]([O:36][CH3:37])=[O:35])=[C:7]([CH:20]([CH3:22])[CH3:21])[N:6]3[N:9]=2)[CH:17]=[CH:16][CH:15]=1, predict the reactants needed to synthesize it. The reactants are: Br[C:2]1[C:3]([CH3:19])=[N:4][C:5]2[N:6]([N:9]=[C:10]([C:12]3[CH:17]=[CH:16][CH:15]=[C:14]([Cl:18])[CH:13]=3)[CH:11]=2)[C:7]=1Cl.[CH:20]([Mg]Cl)([CH3:22])[CH3:21].[Li+].[Cl-].C1COCC1.Cl[C:33](=[O:38])[C:34]([O:36][CH3:37])=[O:35]. (2) Given the product [N:30]1[CH:31]=[CH:32][C:27]([C:25]2[CH2:24][C:23](=[O:39])[NH:16][C:9]3[CH:10]=[C:11]([Cl:15])[C:12]([CH3:14])=[CH:13][C:8]=3[N:7]=2)=[CH:28][C:29]=1[C:33]1[CH:34]=[CH:35][N:36]=[CH:37][CH:38]=1, predict the reactants needed to synthesize it. The reactants are: C(OC(=O)[NH:7][C:8]1[CH:13]=[C:12]([CH3:14])[C:11]([Cl:15])=[CH:10][C:9]=1[NH2:16])(C)(C)C.C(O[C:23](=[O:39])[CH2:24][C:25]([C:27]1[CH:32]=[CH:31][N:30]=[C:29]([C:33]2[CH:38]=[CH:37][N:36]=[CH:35][CH:34]=2)[CH:28]=1)=O)(C)(C)C. (3) Given the product [F:1][C:2]1[CH:3]=[C:4]([C@H:13]([NH:18][C:19](=[O:25])[O:20][C:21]([CH3:24])([CH3:23])[CH3:22])[C:14]([OH:17])([CH3:16])[CH3:15])[CH:5]=[CH:6][C:7]=1[O:8][C:9]([F:12])([F:11])[F:10], predict the reactants needed to synthesize it. The reactants are: [F:1][C:2]1[CH:3]=[C:4]([CH:13]([NH:18][C:19](=[O:25])[O:20][C:21]([CH3:24])([CH3:23])[CH3:22])[C:14]([OH:17])([CH3:16])[CH3:15])[CH:5]=[CH:6][C:7]=1[O:8][C:9]([F:12])([F:11])[F:10]. (4) Given the product [F:24][C:23]1[C:18]2[O:17][CH2:16][C@@H:15]([CH3:29])[NH:14][C:19]=2[C:20]([N+:25]([O-:27])=[O:26])=[CH:21][CH:22]=1, predict the reactants needed to synthesize it. The reactants are: C(O)(C(F)(F)F)=O.C(OC(=O)[NH:14][C@H:15]([CH3:29])[CH2:16][O:17][C:18]1[C:23]([F:24])=[CH:22][CH:21]=[C:20]([N+:25]([O-:27])=[O:26])[C:19]=1F)(C)(C)C.C1(C)C=CC=CC=1.